The task is: Regression. Given a peptide amino acid sequence and an MHC pseudo amino acid sequence, predict their binding affinity value. This is MHC class I binding data.. This data is from Peptide-MHC class I binding affinity with 185,985 pairs from IEDB/IMGT. (1) The MHC is HLA-A30:01 with pseudo-sequence HLA-A30:01. The binding affinity (normalized) is 0.0847. The peptide sequence is EYKKSLYKF. (2) The binding affinity (normalized) is 0.602. The peptide sequence is FSFSNLYHL. The MHC is H-2-Kb with pseudo-sequence H-2-Kb. (3) The peptide sequence is NQDLNGNWY. The MHC is HLA-A30:02 with pseudo-sequence HLA-A30:02. The binding affinity (normalized) is 0.269. (4) The peptide sequence is NQLESKVSGK. The MHC is HLA-A33:01 with pseudo-sequence HLA-A33:01. The binding affinity (normalized) is 0.